From a dataset of Reaction yield outcomes from USPTO patents with 853,638 reactions. Predict the reaction yield, written as a fraction of the theoretical maximum amount of product (1.0 means a 100% yield; for example, 0.34 means a 34% yield). The reactants are [I:1][C:2]1[CH:7]=[C:6]([N+:8]([O-:10])=[O:9])[CH:5]=[C:4]([N+]([O-])=O)[CH:3]=1.[CH3:14][O-:15].[Na+].O. The catalyst is CO. The product is [I:1][C:2]1[CH:7]=[C:6]([N+:8]([O-:10])=[O:9])[CH:5]=[C:4]([O:15][CH3:14])[CH:3]=1. The yield is 0.990.